The task is: Regression. Given two drug SMILES strings and cell line genomic features, predict the synergy score measuring deviation from expected non-interaction effect.. This data is from NCI-60 drug combinations with 297,098 pairs across 59 cell lines. (1) Drug 1: C1=CC=C(C(=C1)C(C2=CC=C(C=C2)Cl)C(Cl)Cl)Cl. Drug 2: CC1=C(C(=O)C2=C(C1=O)N3CC4C(C3(C2COC(=O)N)OC)N4)N. Cell line: SN12C. Synergy scores: CSS=38.7, Synergy_ZIP=0.299, Synergy_Bliss=-1.05, Synergy_Loewe=-43.4, Synergy_HSA=-1.81. (2) Drug 1: C1=CN(C(=O)N=C1N)C2C(C(C(O2)CO)O)O.Cl. Drug 2: CCC1=C2CN3C(=CC4=C(C3=O)COC(=O)C4(CC)O)C2=NC5=C1C=C(C=C5)O. Cell line: HL-60(TB). Synergy scores: CSS=37.6, Synergy_ZIP=-6.23, Synergy_Bliss=1.04, Synergy_Loewe=-13.9, Synergy_HSA=-1.68. (3) Drug 1: C1=NC(=NC(=O)N1C2C(C(C(O2)CO)O)O)N. Drug 2: C1=CC=C(C(=C1)C(C2=CC=C(C=C2)Cl)C(Cl)Cl)Cl. Cell line: SK-MEL-28. Synergy scores: CSS=0.678, Synergy_ZIP=3.58, Synergy_Bliss=4.36, Synergy_Loewe=2.84, Synergy_HSA=0.973. (4) Drug 1: CC(C)(C#N)C1=CC(=CC(=C1)CN2C=NC=N2)C(C)(C)C#N. Drug 2: C1CCC(C(C1)N)N.C(=O)(C(=O)[O-])[O-].[Pt+4]. Cell line: RPMI-8226. Synergy scores: CSS=33.5, Synergy_ZIP=-3.34, Synergy_Bliss=-2.64, Synergy_Loewe=-5.64, Synergy_HSA=-3.47. (5) Drug 1: CC1=C(C=C(C=C1)NC2=NC=CC(=N2)N(C)C3=CC4=NN(C(=C4C=C3)C)C)S(=O)(=O)N.Cl. Drug 2: COC1=C2C(=CC3=C1OC=C3)C=CC(=O)O2. Cell line: KM12. Synergy scores: CSS=-3.53, Synergy_ZIP=4.14, Synergy_Bliss=10.8, Synergy_Loewe=-5.62, Synergy_HSA=-4.26. (6) Drug 1: CC1=C2C(C(=O)C3(C(CC4C(C3C(C(C2(C)C)(CC1OC(=O)C(C(C5=CC=CC=C5)NC(=O)OC(C)(C)C)O)O)OC(=O)C6=CC=CC=C6)(CO4)OC(=O)C)O)C)O. Drug 2: C1CN1C2=NC(=NC(=N2)N3CC3)N4CC4. Cell line: KM12. Synergy scores: CSS=24.3, Synergy_ZIP=3.50, Synergy_Bliss=5.03, Synergy_Loewe=4.79, Synergy_HSA=5.59. (7) Drug 1: CC1=C(C=C(C=C1)NC(=O)C2=CC=C(C=C2)CN3CCN(CC3)C)NC4=NC=CC(=N4)C5=CN=CC=C5. Cell line: M14. Drug 2: C1CN(CCN1C(=O)CCBr)C(=O)CCBr. Synergy scores: CSS=5.06, Synergy_ZIP=-3.92, Synergy_Bliss=-1.96, Synergy_Loewe=-2.58, Synergy_HSA=-1.15. (8) Drug 1: C1CCN(CC1)CCOC2=CC=C(C=C2)C(=O)C3=C(SC4=C3C=CC(=C4)O)C5=CC=C(C=C5)O. Drug 2: C1C(C(OC1N2C=C(C(=O)NC2=O)F)CO)O. Cell line: SW-620. Synergy scores: CSS=39.6, Synergy_ZIP=0.715, Synergy_Bliss=0.682, Synergy_Loewe=-9.73, Synergy_HSA=-0.871. (9) Drug 1: CC1=C(N=C(N=C1N)C(CC(=O)N)NCC(C(=O)N)N)C(=O)NC(C(C2=CN=CN2)OC3C(C(C(C(O3)CO)O)O)OC4C(C(C(C(O4)CO)O)OC(=O)N)O)C(=O)NC(C)C(C(C)C(=O)NC(C(C)O)C(=O)NCCC5=NC(=CS5)C6=NC(=CS6)C(=O)NCCC[S+](C)C)O. Drug 2: CC(C)CN1C=NC2=C1C3=CC=CC=C3N=C2N. Cell line: SK-OV-3. Synergy scores: CSS=5.53, Synergy_ZIP=-1.57, Synergy_Bliss=2.62, Synergy_Loewe=1.14, Synergy_HSA=2.10.